Dataset: Full USPTO retrosynthesis dataset with 1.9M reactions from patents (1976-2016). Task: Predict the reactants needed to synthesize the given product. (1) The reactants are: [CH3:1][C:2]1[N:7]=[C:6]([S:8][CH2:9][C:10]2[N:14]([CH:15]([CH3:17])[CH3:16])[C:13]3[CH:18]=[CH:19][CH:20]=[CH:21][C:12]=3[N:11]=2)[N:5]=[C:4]([OH:22])[CH:3]=1.[ClH:23].O1CCOCC1. Given the product [ClH:23].[CH3:1][C:2]1[N:7]=[C:6]([S:8][CH2:9][C:10]2[N:14]([CH:15]([CH3:17])[CH3:16])[C:13]3[CH:18]=[CH:19][CH:20]=[CH:21][C:12]=3[N:11]=2)[N:5]=[C:4]([OH:22])[CH:3]=1, predict the reactants needed to synthesize it. (2) Given the product [Cl:24][C:8]1[C:7]2[N:21]=[C:3]([S:2][CH3:1])[N:4]=[CH:5][C:6]=2[C:15]2[CH:14]=[CH:13][C:12]([C:16]([O:18][CH3:19])=[O:17])=[CH:11][C:10]=2[N:9]=1, predict the reactants needed to synthesize it. The reactants are: [CH3:1][S:2][C:3]1[N:4]=[CH:5][C:6]2[C:15]3[CH:14]=[CH:13][C:12]([C:16]([O:18][CH3:19])=[O:17])=[CH:11][C:10]=3[NH:9][C:8](=O)[C:7]=2[N:21]=1.O=P(Cl)(Cl)[Cl:24].CCN(C(C)C)C(C)C. (3) The reactants are: CO[CH:3]1[CH2:8][NH:7][CH2:6][CH2:5][N:4]1[C:9]([O:11][CH2:12][C:13]1[CH:18]=[CH:17][C:16]([N+:19]([O-:21])=[O:20])=[CH:15][CH:14]=1)=[O:10].[Cl-].[NH4+:23]. Given the product [NH:23]=[C:6]1[CH2:5][N:4]([C:9]([O:11][CH2:12][C:13]2[CH:18]=[CH:17][C:16]([N+:19]([O-:21])=[O:20])=[CH:15][CH:14]=2)=[O:10])[CH2:3][CH2:8][NH:7]1, predict the reactants needed to synthesize it. (4) Given the product [F:1][C:2]([F:26])([C:3]([F:15])([F:14])[C:4]1[CH:9]=[CH:8][CH:7]=[CH:6][CH:5]=1)[C:16]([OH:28])=[O:33], predict the reactants needed to synthesize it. The reactants are: [F:1][C:2]([F:26])([C:16]1C=CC(C(F)(F)F)=CC=1)[C:3]([F:15])([F:14])[C:4]1[CH:9]=[CH:8][C:7](C(F)(F)F)=[CH:6][CH:5]=1.[Mn]([O-])(=O)(=O)=[O:28].[K+].[OH2:33]. (5) Given the product [O:37]=[S:2]1(=[O:1])[C:6]2[CH:7]=[CH:8][CH:9]=[CH:10][C:5]=2[C:4]([NH:11][C@@H:12]([CH2:17][C:18]2[CH:23]=[CH:22][C:21]([S:24][CH2:25][CH2:26][N:27]([C:29]([CH:31]3[CH2:32][CH2:33][CH2:34][CH2:35][CH2:36]3)=[O:30])[CH3:28])=[CH:20][CH:19]=2)[C:13]([OH:15])=[O:14])=[N:3]1, predict the reactants needed to synthesize it. The reactants are: [O:1]=[S:2]1(=[O:37])[C:6]2[CH:7]=[CH:8][CH:9]=[CH:10][C:5]=2[C:4]([NH:11][C@@H:12]([CH2:17][C:18]2[CH:23]=[CH:22][C:21]([S:24][CH2:25][CH2:26][N:27]([C:29]([CH:31]3[CH2:36][CH2:35][CH2:34][CH2:33][CH2:32]3)=[O:30])[CH3:28])=[CH:20][CH:19]=2)[C:13]([O:15]C)=[O:14])=[N:3]1.[Li+].[OH-].Cl.O.